Dataset: Reaction yield outcomes from USPTO patents with 853,638 reactions. Task: Predict the reaction yield, written as a fraction of the theoretical maximum amount of product (1.0 means a 100% yield; for example, 0.34 means a 34% yield). (1) The product is [CH3:15][O:16][CH2:17][O:8][C:5]1[CH:6]=[CH:7][C:2]([I:1])=[CH:3][CH:4]=1. The reactants are [I:1][C:2]1[CH:7]=[CH:6][C:5]([OH:8])=[CH:4][CH:3]=1.CC(C)([O-])C.[K+].[CH3:15][O:16][CH2:17]Cl.O. The yield is 0.880. The catalyst is CN(C=O)C. (2) The reactants are [CH2:1]([NH2:8])[C:2]1[CH:7]=[CH:6][CH:5]=[CH:4][CH:3]=1.C([O-])([O-])OC.[CH3:14][O:15][C:16](=[O:25])[C:17]([CH3:24])([CH3:23])[CH2:18][CH2:19][CH2:20][CH:21]=O. No catalyst specified. The product is [CH3:14][O:15][C:16](=[O:25])[C:17]([CH3:24])([CH3:23])[CH2:18][CH2:19][CH2:20][CH2:21][NH:8][CH2:1][C:2]1[CH:7]=[CH:6][CH:5]=[CH:4][CH:3]=1. The yield is 0.130. (3) The reactants are [N:1]12[CH2:8][CH2:7][C:4]([C:9]([C:17]3[CH:22]=[CH:21][CH:20]=[CH:19][CH:18]=3)([C:11]3[CH:16]=[CH:15][CH:14]=[CH:13][CH:12]=3)[OH:10])([CH2:5][CH2:6]1)[CH2:3][CH2:2]2.[Br:23][CH2:24][CH2:25][O:26][CH2:27][C:28]1[CH:33]=[CH:32][C:31]([F:34])=[CH:30][CH:29]=1. The catalyst is CC#N.C(Cl)(Cl)Cl. The product is [Br-:23].[F:34][C:31]1[CH:30]=[CH:29][C:28]([CH2:27][O:26][CH2:25][CH2:24][N+:1]23[CH2:6][CH2:5][C:4]([C:9]([OH:10])([C:17]4[CH:22]=[CH:21][CH:20]=[CH:19][CH:18]=4)[C:11]4[CH:12]=[CH:13][CH:14]=[CH:15][CH:16]=4)([CH2:3][CH2:2]2)[CH2:7][CH2:8]3)=[CH:33][CH:32]=1. The yield is 0.160. (4) The yield is 0.589. The catalyst is O1CCOCC1.C1C=CC(/C=C/C(/C=C/C2C=CC=CC=2)=O)=CC=1.C1C=CC(/C=C/C(/C=C/C2C=CC=CC=2)=O)=CC=1.C1C=CC(/C=C/C(/C=C/C2C=CC=CC=2)=O)=CC=1.[Pd].[Pd]. The reactants are [C:1]([N:4]1[C:13]2[C:8](=[CH:9][C:10]([C:14]3[CH:15]=[N:16][N:17]([CH2:19][CH2:20][N:21]([CH3:29])[C:22](=[O:28])[O:23][C:24]([CH3:27])([CH3:26])[CH3:25])[CH:18]=3)=[CH:11][CH:12]=2)[C@H:7]([NH2:30])[CH2:6][C@@H:5]1[CH3:31])(=[O:3])[CH3:2].I[C:33]1[CH:38]=[CH:37][CH:36]=[CH:35][CH:34]=1.C1(P(C2CCCCC2)C2C=CC=CC=2C2C(N(C)C)=CC=CC=2)CCCCC1.CC(C)([O-])C.[Na+]. The product is [C:1]([N:4]1[C:13]2[C:8](=[CH:9][C:10]([C:14]3[CH:15]=[N:16][N:17]([CH2:19][CH2:20][N:21]([CH3:29])[C:22](=[O:28])[O:23][C:24]([CH3:25])([CH3:26])[CH3:27])[CH:18]=3)=[CH:11][CH:12]=2)[C@H:7]([NH:30][C:33]2[CH:38]=[CH:37][CH:36]=[CH:35][CH:34]=2)[CH2:6][C@@H:5]1[CH3:31])(=[O:3])[CH3:2]. (5) The reactants are [NH:1]([C:3]1[CH:11]=[CH:10][C:6]([C:7]([OH:9])=[O:8])=[CH:5][N:4]=1)[NH2:2].[C:12]([C:14]1[CH:19]=[CH:18][C:17]([C:20](=[CH:25]N(C)C)[C:21](OC)=[O:22])=[C:16]([CH3:29])[C:15]=1[F:30])#[N:13].Cl.C(N(C(C)C)C(C)C)C. The catalyst is O.CC(O)C. The product is [C:12]([C:14]1[CH:19]=[CH:18][C:17]([C:20]2[CH:25]=[N:2][N:1]([C:3]3[CH:11]=[CH:10][C:6]([C:7]([OH:9])=[O:8])=[CH:5][N:4]=3)[C:21]=2[OH:22])=[C:16]([CH3:29])[C:15]=1[F:30])#[N:13]. The yield is 0.660. (6) The reactants are Cl[CH2:2][C:3]1[CH:22]=[CH:21][C:6]([O:7][CH2:8][C:9]2[N:10]=[C:11]([C:15]3[CH:20]=[CH:19][CH:18]=[CH:17][CH:16]=3)[O:12][C:13]=2[CH3:14])=[CH:5][CH:4]=1.[OH:23][C:24]1[CH:33]=[CH:32][C:31]2[C:26](=[CH:27][CH:28]=[CH:29][CH:30]=2)[C:25]=1[CH2:34][C:35]#[N:36].CN(C)C=O.[H-].[Na+]. The catalyst is O. The product is [CH3:14][C:13]1[O:12][C:11]([C:15]2[CH:20]=[CH:19][CH:18]=[CH:17][CH:16]=2)=[N:10][C:9]=1[CH2:8][O:7][C:6]1[CH:21]=[CH:22][C:3]([CH2:2][O:23][C:24]2[CH:33]=[CH:32][C:31]3[C:26](=[CH:27][CH:28]=[CH:29][CH:30]=3)[C:25]=2[CH2:34][C:35]#[N:36])=[CH:4][CH:5]=1. The yield is 0.760. (7) The catalyst is C(Cl)Cl. The reactants are Cl.O1CCOCC1.[NH2:8][C:9](=[O:27])[CH2:10][CH:11]([NH:19]C(=O)OC(C)(C)C)[C:12]1[CH:17]=[CH:16][C:15]([Cl:18])=[CH:14][CH:13]=1. The yield is 0.346. The product is [NH2:19][CH:11]([C:12]1[CH:13]=[CH:14][C:15]([Cl:18])=[CH:16][CH:17]=1)[CH2:10][C:9]([NH2:8])=[O:27]. (8) The reactants are Cl[C:2]1[C:11]2[C:6](=[CH:7][CH:8]=[CH:9][CH:10]=2)[C:5]([CH2:12][C:13]2[S:14][CH:15]=[CH:16][CH:17]=2)=[CH:4][N:3]=1.[CH3:18][N:19]1[C:23]([C:24]2[CH:25]=[C:26]([CH:28]=[CH:29][CH:30]=2)[NH2:27])=[CH:22][N:21]=[C:20]1[CH3:31]. The catalyst is ClCCl.CO. The product is [CH3:18][N:19]1[C:23]([C:24]2[CH:25]=[C:26]([NH:27][C:2]3[C:11]4[C:6](=[CH:7][CH:8]=[CH:9][CH:10]=4)[C:5]([CH2:12][C:13]4[S:14][CH:15]=[CH:16][CH:17]=4)=[CH:4][N:3]=3)[CH:28]=[CH:29][CH:30]=2)=[CH:22][N:21]=[C:20]1[CH3:31]. The yield is 0.377.